This data is from Reaction yield outcomes from USPTO patents with 853,638 reactions. The task is: Predict the reaction yield, written as a fraction of the theoretical maximum amount of product (1.0 means a 100% yield; for example, 0.34 means a 34% yield). (1) The reactants are CS([O:5][CH2:6][CH:7]([CH3:14])[CH2:8][O:9][S:10]([CH3:13])(=[O:12])=[O:11])(=O)=O.[CH2:15]([O:17][C:18](=[O:30])[C:19]([O:22][C:23]1[CH:28]=[CH:27][C:26](O)=[CH:25][CH:24]=1)([CH3:21])[CH3:20])[CH3:16].C(=O)([O-])[O-].[Cs+].[Cs+]. The catalyst is CN(C=O)C.CCOC(C)=O. The product is [CH2:15]([O:17][C:18](=[O:30])[C:19]([O:22][C:23]1[CH:28]=[CH:27][C:26]([O:5][CH2:6][CH:7]([CH3:14])[CH2:8][O:9][S:10]([CH3:13])(=[O:12])=[O:11])=[CH:25][CH:24]=1)([CH3:21])[CH3:20])[CH3:16]. The yield is 0.600. (2) The reactants are [N+:1]([C:4]1[CH:5]=[CH:6][C:7]2[NH:8][C:9]3[C:14]([S:15][C:16]=2[CH:17]=1)=[CH:13][CH:12]=[CH:11][CH:10]=3)([O-])=O. The catalyst is [Pd].CCO.C1COCC1. The product is [NH2:1][C:4]1[CH:5]=[CH:6][C:7]2[NH:8][C:9]3[C:14]([S:15][C:16]=2[CH:17]=1)=[CH:13][CH:12]=[CH:11][CH:10]=3. The yield is 0.970. (3) The reactants are [CH3:1][N:2]([CH3:19])[CH2:3][CH2:4][O:5][C:6]1[CH:11]=[CH:10][C:9]([NH2:12])=[CH:8][C:7]=1[C:13]1[N:14]([CH3:18])[N:15]=[CH:16][CH:17]=1.[F:20][C:21]1[CH:26]=[C:25]([F:27])[CH:24]=[CH:23][C:22]=1[N:28]=[C:29]=[O:30]. No catalyst specified. The product is [F:20][C:21]1[CH:26]=[C:25]([F:27])[CH:24]=[CH:23][C:22]=1[NH:28][C:29]([NH:12][C:9]1[CH:10]=[CH:11][C:6]([O:5][CH2:4][CH2:3][N:2]([CH3:19])[CH3:1])=[C:7]([C:13]2[N:14]([CH3:18])[N:15]=[CH:16][CH:17]=2)[CH:8]=1)=[O:30]. The yield is 0.733. (4) The reactants are [N:1]1[CH:6]=[CH:5][CH:4]=[C:3]([NH:7][C@H:8]2[CH2:12][CH2:11][N:10]([C:13]3[CH:25]=[CH:24][C:16]([C:17]([O:19]C(C)(C)C)=O)=[CH:15][CH:14]=3)[CH2:9]2)[CH:2]=1.FC(F)(F)C(O)=O.CCN(CC)CC.F[P-](F)(F)(F)(F)F.[N:47]1(O[P+](N(C)C)(N(C)C)N(C)C)[C:51]2[CH:52]=[CH:53][CH:54]=[CH:55][C:50]=2[N:49]=N1. The catalyst is C(Cl)Cl.CN(C=O)C. The yield is 0.520. The product is [NH2:47][C:51]1[CH:52]=[CH:53][CH:54]=[CH:55][C:50]=1[NH:49][C:17](=[O:19])[C:16]1[CH:15]=[CH:14][C:13]([N:10]2[CH2:11][CH2:12][C@H:8]([NH:7][C:3]3[CH:2]=[N:1][CH:6]=[CH:5][CH:4]=3)[CH2:9]2)=[CH:25][CH:24]=1. (5) The reactants are [CH3:1][O:2][C:3](=[O:18])[CH:4]([C:11]1[CH:16]=[CH:15][C:14](I)=[CH:13][CH:12]=1)[CH2:5][CH:6]1[CH2:10][CH2:9][CH2:8][CH2:7]1.[CH2:19]([OH:22])[C:20]#[CH:21]. The catalyst is CN(C)C=O.C1C=CC(P(C2C=CC=CC=2)C2C=CC=CC=2)=CC=1.C1C=CC(P(C2C=CC=CC=2)C2C=CC=CC=2)=CC=1.Cl[Pd]Cl.C(N(CC)CC)C.[I-]. The product is [CH3:1][O:2][C:3](=[O:18])[CH:4]([C:11]1[CH:16]=[CH:15][C:14]([C:21]#[C:20][CH2:19][OH:22])=[CH:13][CH:12]=1)[CH2:5][CH:6]1[CH2:10][CH2:9][CH2:8][CH2:7]1. The yield is 0.910.